Dataset: Full USPTO retrosynthesis dataset with 1.9M reactions from patents (1976-2016). Task: Predict the reactants needed to synthesize the given product. (1) Given the product [CH3:10][O:9][C:8]1[CH:7]=[CH:6][C:5]([C:16]2[CH:21]=[CH:20][N:19]=[CH:18][CH:17]=2)=[CH:4][C:3]=1[CH:1]=[O:2], predict the reactants needed to synthesize it. The reactants are: [CH:1]([C:3]1[CH:4]=[C:5](B(O)O)[CH:6]=[CH:7][C:8]=1[O:9][CH3:10])=[O:2].Cl.Cl[C:16]1[CH:21]=[CH:20][N:19]=[CH:18][CH:17]=1.C1(P(C2C=CC=CC=2)C2C=CC=CC=2)C=CC=CC=1.C([O-])([O-])=O.[K+].[K+].C(OC(=O)NC1CCC(NCC2C=C(C3C=NC=CC=3)C=CC=2OC)CC1)(C)(C)C. (2) Given the product [C:1]([C:5]1[O:6][C:7]([CH2:15][C:16]2[C:21]([CH3:22])=[CH:20][C:19]([CH3:23])=[CH:18][C:17]=2[CH3:24])=[C:8]([C:10]([OH:12])=[O:11])[N:9]=1)([CH3:4])([CH3:3])[CH3:2], predict the reactants needed to synthesize it. The reactants are: [C:1]([C:5]1[O:6][C:7]([CH2:15][C:16]2[C:21]([CH3:22])=[CH:20][C:19]([CH3:23])=[CH:18][C:17]=2[CH3:24])=[C:8]([C:10]([O:12]CC)=[O:11])[N:9]=1)([CH3:4])([CH3:3])[CH3:2].O[Li].O.C(O)(=O)CC(CC(O)=O)(C(O)=O)O. (3) Given the product [C:1]([O:5][C:6]([N:8]1[CH2:9][CH2:10][N:11]([C:14]2[CH:19]=[CH:18][C:17]([C:20]([O:22][CH3:23])=[O:21])=[CH:16][C:15]=2[CH:24]2[CH2:25][C:26]([CH3:33])([CH3:32])[CH2:27][C:28]([CH3:31])([CH3:30])[CH2:29]2)[CH2:12][CH2:13]1)=[O:7])([CH3:4])([CH3:2])[CH3:3], predict the reactants needed to synthesize it. The reactants are: [C:1]([O:5][C:6]([N:8]1[CH2:13][CH2:12][N:11]([C:14]2[CH:19]=[CH:18][C:17]([C:20]([O:22][CH3:23])=[O:21])=[CH:16][C:15]=2[C:24]2[CH2:29][C:28]([CH3:31])([CH3:30])[CH2:27][C:26]([CH3:33])([CH3:32])[CH:25]=2)[CH2:10][CH2:9]1)=[O:7])([CH3:4])([CH3:3])[CH3:2].CO.